Dataset: Forward reaction prediction with 1.9M reactions from USPTO patents (1976-2016). Task: Predict the product of the given reaction. (1) Given the reactants [C:1]1([C:7]2[N:12]=[N:11][C:10]([NH:13][NH2:14])=[CH:9][CH:8]=2)[CH:6]=[CH:5][CH:4]=[CH:3][CH:2]=1.[C:15](O)(=O)[CH2:16][OH:17].CC1C=CC(S(O)(=O)=O)=CC=1.O, predict the reaction product. The product is: [C:1]1([C:7]2[CH:8]=[CH:9][C:10]3[N:11]([C:15]([CH2:16][OH:17])=[N:14][N:13]=3)[N:12]=2)[CH:2]=[CH:3][CH:4]=[CH:5][CH:6]=1. (2) Given the reactants [O:1]([C:8]1[CH:9]=[C:10](OS(C(F)(F)F)(=O)=O)[CH:11]=[C:12]([C:14]([F:17])([F:16])[F:15])[CH:13]=1)[C:2]1[CH:7]=[CH:6][CH:5]=[CH:4][CH:3]=1.[CH3:26][N:27](C=O)C, predict the reaction product. The product is: [O:1]([C:8]1[CH:9]=[C:10]([CH:11]=[C:12]([C:14]([F:17])([F:16])[F:15])[CH:13]=1)[C:26]#[N:27])[C:2]1[CH:7]=[CH:6][CH:5]=[CH:4][CH:3]=1. (3) Given the reactants [OH:1][CH:2]1[CH:6](O)[N:5]([CH3:8])[C:4](=[O:9])[N:3]1[CH3:10], predict the reaction product. The product is: [CH3:8][N:5]1[CH2:6][C:2](=[O:1])[N:3]([CH3:10])[C:4]1=[O:9]. (4) Given the reactants [CH3:1][O:2][C:3]1[CH:8]=[C:7]([CH3:9])[CH:6]=[C:5]([C:10]2[C:11]([OH:17])=[CH:12][CH:13]=[C:14]([CH3:16])[CH:15]=2)[C:4]=1[OH:18].C(N(CC)CC)C.[CH:26]1[C:39]2[C:30](=[CH:31][C:32]3[C:37]([C:38]=2[O:40][P:41](Cl)Cl)=[CH:36][CH:35]=[CH:34][CH:33]=3)[CH:29]=[CH:28][CH:27]=1, predict the reaction product. The product is: [CH:36]1[C:37]2[C:32](=[CH:31][C:30]3[C:39]([C:38]=2[O:40][P:41]2[O:18][C:4]4[C:3]([O:2][CH3:1])=[CH:8][C:7]([CH3:9])=[CH:6][C:5]=4[C:10]4[CH:15]=[C:14]([CH3:16])[CH:13]=[CH:12][C:11]=4[O:17]2)=[CH:26][CH:27]=[CH:28][CH:29]=3)[CH:33]=[CH:34][CH:35]=1. (5) Given the reactants [CH3:1][O:2][C:3]1[CH:4]=[C:5]([CH2:13][CH2:14][C:15](Cl)=[O:16])[CH:6]=[CH:7][C:8]=1[O:9][CH2:10][C:11]#[CH:12].Cl.[CH3:19][O:20][C:21]([C:23]1[CH:30]=[CH:29][C:26]([CH2:27][NH2:28])=[CH:25][CH:24]=1)=[O:22], predict the reaction product. The product is: [CH3:19][O:20][C:21]([C:23]1[CH:30]=[CH:29][C:26]([CH2:27][NH:28][C:15](=[O:16])[CH2:14][CH2:13][C:5]2[CH:6]=[CH:7][C:8]([O:9][CH2:10][C:11]#[CH:12])=[C:3]([O:2][CH3:1])[CH:4]=2)=[CH:25][CH:24]=1)=[O:22]. (6) Given the reactants [NH2:1][CH2:2][CH:3]1[N:12]2[C:7](=[CH:8][C:9](=[O:18])[C:10]([C:13]([O:15][CH2:16][CH3:17])=[O:14])=[CH:11]2)[C:6]2[CH:19]=[C:20]([O:26][CH2:27][CH3:28])[C:21]([O:23][CH2:24][CH3:25])=[CH:22][C:5]=2[CH2:4]1.C(N(CC)CC)C.[Cl:36][CH2:37][CH2:38][CH2:39][C:40](Cl)=[O:41], predict the reaction product. The product is: [Cl:36][CH2:37][CH2:38][CH2:39][C:40]([NH:1][CH2:2][CH:3]1[N:12]2[C:7](=[CH:8][C:9](=[O:18])[C:10]([C:13]([O:15][CH2:16][CH3:17])=[O:14])=[CH:11]2)[C:6]2[CH:19]=[C:20]([O:26][CH2:27][CH3:28])[C:21]([O:23][CH2:24][CH3:25])=[CH:22][C:5]=2[CH2:4]1)=[O:41]. (7) Given the reactants [CH3:1][N:2]1[C:6]2[CH:7]=[CH:8][C:9]([C:11]([NH:13][CH2:14][C:15](O)=[O:16])=[O:12])=[CH:10][C:5]=2[N:4]=[C:3]1[NH:18][C:19]1[S:20][C:21]2[CH:27]=[C:26]([C:28]([F:31])([F:30])[F:29])[CH:25]=[CH:24][C:22]=2[N:23]=1.Cl.[CH3:33][O:34][C@H:35]1[CH2:40][CH2:39][CH2:38][NH:37][CH2:36]1.CN(C(ON1N=NC2C=CC=CC1=2)=[N+](C)C)C.F[P-](F)(F)(F)(F)F.CCN(C(C)C)C(C)C, predict the reaction product. The product is: [CH3:33][O:34][C@H:35]1[CH2:40][CH2:39][CH2:38][N:37]([C:15](=[O:16])[CH2:14][NH:13][C:11]([C:9]2[CH:8]=[CH:7][C:6]3[N:2]([CH3:1])[C:3]([NH:18][C:19]4[S:20][C:21]5[CH:27]=[C:26]([C:28]([F:30])([F:29])[F:31])[CH:25]=[CH:24][C:22]=5[N:23]=4)=[N:4][C:5]=3[CH:10]=2)=[O:12])[CH2:36]1. (8) The product is: [C:21]1([S:18]([N:4]2[C:5]3[C:10](=[C:9]([CH2:12][N:60]4[CH2:65][CH2:64][NH:63][CH2:62][CH2:61]4)[CH:8]=[C:7]([C:14]([F:17])([F:15])[F:16])[CH:6]=3)[CH:11]=[C:3]2[CH2:2][OH:1])(=[O:20])=[O:19])[CH:26]=[CH:25][CH:24]=[CH:23][CH:22]=1. Given the reactants [OH:1][CH2:2][C:3]1[N:4]([S:18]([C:21]2[CH:26]=[CH:25][CH:24]=[CH:23][CH:22]=2)(=[O:20])=[O:19])[C:5]2[CH:6]=[C:7]([C:14]([F:17])([F:16])[F:15])[CH:8]=[C:9]([CH:12]=O)[C:10]=2[CH:11]=1.OCC1N(S(C2C=CC=CC=2)(=O)=O)C2C(C=1)=C(C(F)(F)F)C=C(C=O)C=2.C([N:60]1[CH2:65][CH2:64][NH:63][CH2:62][CH2:61]1)(OC(C)(C)C)=O.C(O)(=O)C.[BH-](OC(C)=O)(OC(C)=O)OC(C)=O.[Na+], predict the reaction product. (9) Given the reactants B(Br)(Br)Br.[F:5][C:6]([F:49])([F:48])[C:7]1[CH:8]=[C:9]([C@H:17]2[O:21][C:20](=[O:22])[N:19]([CH2:23][C:24]3[CH:29]=[C:28]([C:30]([F:33])([F:32])[F:31])[CH:27]=[CH:26][C:25]=3[C:34]3[CH:39]=[C:38]([CH:40]([CH3:42])[CH3:41])[C:37]([F:43])=[C:36]([OH:44])[C:35]=3[O:45]C)[C@H:18]2[CH3:47])[CH:10]=[C:11]([C:13]([F:16])([F:15])[F:14])[CH:12]=1, predict the reaction product. The product is: [F:49][C:6]([F:5])([F:48])[C:7]1[CH:8]=[C:9]([C@H:17]2[O:21][C:20](=[O:22])[N:19]([CH2:23][C:24]3[CH:29]=[C:28]([C:30]([F:31])([F:33])[F:32])[CH:27]=[CH:26][C:25]=3[C:34]3[CH:39]=[C:38]([CH:40]([CH3:41])[CH3:42])[C:37]([F:43])=[C:36]([OH:44])[C:35]=3[OH:45])[C@H:18]2[CH3:47])[CH:10]=[C:11]([C:13]([F:16])([F:15])[F:14])[CH:12]=1.